From a dataset of Catalyst prediction with 721,799 reactions and 888 catalyst types from USPTO. Predict which catalyst facilitates the given reaction. (1) Reactant: C[O:2][C:3]1[CH:8]=[CH:7][C:6]([C:9]2[C:10]3[C:11](=[O:23])[C:12]4[N:21]([CH3:22])[N:20]=[CH:19][C:13]=4[NH:14][C:15]=3[CH:16]=[CH:17][CH:18]=2)=[CH:5][CH:4]=1.O. Product: [OH:2][C:3]1[CH:8]=[CH:7][C:6]([C:9]2[C:10]3[C:11](=[O:23])[C:12]4[N:21]([CH3:22])[N:20]=[CH:19][C:13]=4[NH:14][C:15]=3[CH:16]=[CH:17][CH:18]=2)=[CH:5][CH:4]=1. The catalyst class is: 570. (2) Reactant: [Cl:1][C:2]1[CH:7]=[C:6]([Cl:8])[CH:5]=[CH:4][C:3]=1[N:9]1[C:13]([C:14]2[CH:19]=[CH:18][C:17]([OH:20])=[CH:16][CH:15]=2)=[C:12]([CH3:21])[C:11]([C:22]([NH:24][N:25]2[CH2:30][CH2:29][CH2:28][CH2:27][CH2:26]2)=[O:23])=[N:10]1.[CH2:31]([N:33]([CH2:41][CH2:42]O)[C:34](=[O:40])[O:35][C:36]([CH3:39])([CH3:38])[CH3:37])[CH3:32]. Product: [Cl:1][C:2]1[CH:7]=[C:6]([Cl:8])[CH:5]=[CH:4][C:3]=1[N:9]1[C:13]([C:14]2[CH:15]=[CH:16][C:17]([O:20][CH2:32][CH2:31][N:33]([CH2:41][CH3:42])[C:34](=[O:40])[O:35][C:36]([CH3:38])([CH3:37])[CH3:39])=[CH:18][CH:19]=2)=[C:12]([CH3:21])[C:11]([C:22]([NH:24][N:25]2[CH2:26][CH2:27][CH2:28][CH2:29][CH2:30]2)=[O:23])=[N:10]1. The catalyst class is: 11. (3) Reactant: [O:1]=[C:2]1[N:6]2[CH:7]=[CH:8][C:9]3[C:10](=[O:38])[C:11]([C:21]4[CH:26]=[CH:25][C:24]([C:27]5([NH:31]S(C(C)(C)C)=O)[CH2:30][O:29][CH2:28]5)=[CH:23][CH:22]=4)=[C:12]([C:15]4[CH:20]=[CH:19][CH:18]=[CH:17][CH:16]=4)[O:13][C:14]=3[C:5]2=[N:4][N:3]1COCC[Si](C)(C)C.Cl.O1CCOCC1. Product: [NH2:31][C:27]1([C:24]2[CH:25]=[CH:26][C:21]([C:11]3[C:10](=[O:38])[C:9]4[CH:8]=[CH:7][N:6]5[C:2](=[O:1])[NH:3][N:4]=[C:5]5[C:14]=4[O:13][C:12]=3[C:15]3[CH:20]=[CH:19][CH:18]=[CH:17][CH:16]=3)=[CH:22][CH:23]=2)[CH2:30][O:29][CH2:28]1. The catalyst class is: 5. (4) Reactant: [CH3:1][O:2][C:3]([C:5]1[C:6]([OH:30])=[C:7]2[C:12](=[C:13](Br)[N:14]=1)[N:11]([CH2:16][C:17]1[CH:22]=[CH:21][CH:20]=[CH:19][CH:18]=1)[C:10](=[O:23])[C:9]([C:24]1[CH:29]=[CH:28][CH:27]=[CH:26][CH:25]=1)=[CH:8]2)=[O:4].C([Sn](CCCC)(CCCC)[C:36]1[S:37][CH:38]=[CH:39][N:40]=1)CCC.CCOC(C)=O.Cl. Product: [CH3:1][O:2][C:3]([C:5]1[C:6]([OH:30])=[C:7]2[C:12](=[C:13]([C:36]3[S:37][CH:38]=[CH:39][N:40]=3)[N:14]=1)[N:11]([CH2:16][C:17]1[CH:22]=[CH:21][CH:20]=[CH:19][CH:18]=1)[C:10](=[O:23])[C:9]([C:24]1[CH:29]=[CH:28][CH:27]=[CH:26][CH:25]=1)=[CH:8]2)=[O:4]. The catalyst class is: 510. (5) The catalyst class is: 5. Product: [OH:12][CH2:11][C:10]1[C:5]([CH2:3][OH:2])=[N:6][C:7]([C:15]([F:18])([F:16])[F:17])=[CH:8][CH:9]=1. Reactant: C[O:2][C:3]([C:5]1[C:10]([C:11](OC)=[O:12])=[CH:9][CH:8]=[C:7]([C:15]([F:18])([F:17])[F:16])[N:6]=1)=O.[BH4-].[Na+].[Cl-].[Ca+2].[Cl-].Cl. (6) Reactant: [CH:1]([C:4]1[C:8]2[CH:9]=[CH:10][C:11]([C:13]([F:16])([F:15])[F:14])=[CH:12][C:7]=2[S:6][C:5]=1[CH2:17][CH2:18][C:19]1[C:23]2[CH:24]=[C:25]([CH3:33])[C:26]([C:28](=[CH2:32])[C:29]([OH:31])=[O:30])=[CH:27][C:22]=2[O:21][N:20]=1)([CH3:3])[CH3:2].O.NN.O=O.Cl. Product: [CH:1]([C:4]1[C:8]2[CH:9]=[CH:10][C:11]([C:13]([F:14])([F:15])[F:16])=[CH:12][C:7]=2[S:6][C:5]=1[CH2:17][CH2:18][C:19]1[C:23]2[CH:24]=[C:25]([CH3:33])[C:26]([CH:28]([CH3:32])[C:29]([OH:31])=[O:30])=[CH:27][C:22]=2[O:21][N:20]=1)([CH3:3])[CH3:2]. The catalyst class is: 14. (7) Reactant: [CH3:1][O:2][C:3]([NH:5][C@H:6]([C:11]([N:13]1[C@@H:17]([CH3:18])[CH2:16][CH2:15][C@H:14]1[C:19]1[NH:20][C:21]([C:24]2[CH:29]=[C:28]3[CH2:30][O:31][C:32]4[CH:57]=[C:56]5[C:35]([CH2:36][CH2:37][C:38]6[N:42]=[C:41]([C@@H:43]7[CH2:47][CH2:46][C@H:45]([CH3:48])[N:44]7[C:49]([O:51][C:52]([CH3:55])([CH3:54])[CH3:53])=[O:50])[NH:40][C:39]=65)=[CH:34][C:33]=4[C:27]3=[CH:26][CH:25]=2)=[CH:22][N:23]=1)=[O:12])[C@H:7]([CH2:9][CH3:10])[CH3:8])=[O:4]. Product: [CH3:1][O:2][C:3]([NH:5][C@H:6]([C:11]([N:13]1[C@@H:17]([CH3:18])[CH2:16][CH2:15][C@H:14]1[C:19]1[NH:20][C:21]([C:24]2[CH:29]=[C:28]3[CH2:30][O:31][C:32]4[CH:57]=[C:56]5[C:35]([CH:36]=[CH:37][C:38]6[N:42]=[C:41]([C@@H:43]7[CH2:47][CH2:46][C@H:45]([CH3:48])[N:44]7[C:49]([O:51][C:52]([CH3:53])([CH3:54])[CH3:55])=[O:50])[NH:40][C:39]=65)=[CH:34][C:33]=4[C:27]3=[CH:26][CH:25]=2)=[CH:22][N:23]=1)=[O:12])[C@H:7]([CH2:9][CH3:10])[CH3:8])=[O:4]. The catalyst class is: 704.